Task: Binary Classification. Given a T-cell receptor sequence (or CDR3 region) and an epitope sequence, predict whether binding occurs between them.. Dataset: TCR-epitope binding with 47,182 pairs between 192 epitopes and 23,139 TCRs (1) The epitope is NLSALGIFST. The TCR CDR3 sequence is CASSIQRNYGYTF. Result: 1 (the TCR binds to the epitope). (2) The epitope is NLVPMVATV. The TCR CDR3 sequence is CASSLELAVYEQYF. Result: 0 (the TCR does not bind to the epitope). (3) The epitope is SQASSRSSSR. The TCR CDR3 sequence is CASRPGTSLDTQYF. Result: 0 (the TCR does not bind to the epitope). (4) The epitope is MPASWVMRI. The TCR CDR3 sequence is CASSDFEAGPTDTQYF. Result: 1 (the TCR binds to the epitope). (5) Result: 1 (the TCR binds to the epitope). The TCR CDR3 sequence is CASSEVVSTTYEQYF. The epitope is RAKFKQLL. (6) The epitope is KLMNIQQKL. The TCR CDR3 sequence is CASSQTHHEQYF. Result: 0 (the TCR does not bind to the epitope). (7) Result: 0 (the TCR does not bind to the epitope). The TCR CDR3 sequence is CASSSSADLTYEQYF. The epitope is IVDTVSALV.